From a dataset of Reaction yield outcomes from USPTO patents with 853,638 reactions. Predict the reaction yield, written as a fraction of the theoretical maximum amount of product (1.0 means a 100% yield; for example, 0.34 means a 34% yield). (1) The reactants are Cl.[CH3:2][O:3][NH:4][CH3:5].[CH2:6]([O:13][C:14]([NH:16][C@@H:17]([CH3:21])[C:18]([OH:20])=O)=[O:15])[C:7]1[CH:12]=[CH:11][CH:10]=[CH:9][CH:8]=1.[Cl-].COC1N=C(OC)N=C([N+]2(C)CCOCC2)N=1. The catalyst is [OH-].[Na+].C(#N)C. The product is [CH3:2][O:3][N:4]([CH3:5])[C:18](=[O:20])[C@@H:17]([NH:16][C:14](=[O:15])[O:13][CH2:6][C:7]1[CH:8]=[CH:9][CH:10]=[CH:11][CH:12]=1)[CH3:21]. The yield is 0.930. (2) The reactants are I[C:2]1C=CC=CC=1N.C([N:12]([CH:15]([CH3:17])[CH3:16])[CH2:13][CH3:14])(C)C.[C:18]([C:20]1[CH:29]=[CH:28][C:23]([C:24](OC)=O)=[CH:22][CH:21]=1)#[CH:19].C1COCC1. The catalyst is Cl[Pd](Cl)([P](C1C=CC=CC=1)(C1C=CC=CC=1)C1C=CC=CC=1)[P](C1C=CC=CC=1)(C1C=CC=CC=1)C1C=CC=CC=1.[Cu]I.C(Cl)Cl. The product is [C:18]([C:20]1[CH:21]=[CH:22][C:23]([C:28]#[CH:29])=[CH:24][C:17]=1[C:15]1[CH:16]=[CH:2][CH:14]=[CH:13][N:12]=1)#[CH:19]. The yield is 0.570. (3) The reactants are [CH3:1][C:2]1[C:6]([CH2:7][N:8]2[CH:12]=[C:11]([C:13](OCC)=[O:14])[CH:10]=[N:9]2)=[C:5]([CH3:18])[O:4][N:3]=1.[NH2:19][NH2:20]. The catalyst is CCO. The product is [CH3:1][C:2]1[C:6]([CH2:7][N:8]2[CH:12]=[C:11]([C:13]([NH:19][NH2:20])=[O:14])[CH:10]=[N:9]2)=[C:5]([CH3:18])[O:4][N:3]=1. The yield is 0.970. (4) The reactants are [Cl:1][C:2]1[CH:7]=[C:6]([F:8])[C:5]([N+:9]([O-:11])=[O:10])=[CH:4][C:3]=1[CH2:12][C:13]([OH:15])=[O:14].S(Cl)(Cl)(=O)=O.[CH3:21][CH2:22]O. No catalyst specified. The product is [Cl:1][C:2]1[CH:7]=[C:6]([F:8])[C:5]([N+:9]([O-:11])=[O:10])=[CH:4][C:3]=1[CH2:12][C:13]([O:15][CH2:21][CH3:22])=[O:14]. The yield is 0.980. (5) The reactants are [C-:1]1([CH:6]=O)[CH:5]=[CH:4][CH:3]=[CH:2]1.[CH-:8]1[CH:12]=[CH:11][CH:10]=[CH:9]1.[Fe+2:13].[NH2:14][CH2:15][CH2:16][CH2:17][CH2:18][CH2:19][CH2:20][OH:21].[C:22](O[BH-](OC(=O)C)OC(=O)C)(=O)C.[Na+]. The catalyst is C1COCC1.C(OCC)(=O)C. The product is [C-:8]1([CH2:22][N:14]([CH2:6][C-:1]2[CH:2]=[CH:3][CH:4]=[CH:5]2)[CH2:15][CH2:16][CH2:17][CH2:18][CH2:19][CH2:20][OH:21])[CH:12]=[CH:11][CH:10]=[CH:9]1.[CH-:1]1[CH:5]=[CH:4][CH:3]=[CH:2]1.[Fe+2:13].[CH-:1]1[CH:5]=[CH:4][CH:3]=[CH:2]1.[Fe+2:13]. The yield is 0.850. (6) The reactants are Cl[C:2]1[C:7]([CH2:8][N:9]2[C:30](=[O:31])[N:12]3[CH:13]=[CH:14][C:15]([C:23]4[CH:28]=[CH:27][C:26]([Cl:29])=[CH:25][CH:24]=4)=[C:16]([C:17]4[CH:22]=[CH:21][N:20]=[CH:19][CH:18]=4)[C:11]3=[N:10]2)=[CH:6][CH:5]=[C:4]([C:32]([F:35])([F:34])[F:33])[N:3]=1.[CH3:36][NH2:37]. The catalyst is CS(C)=O.O. The product is [Cl:29][C:26]1[CH:27]=[CH:28][C:23]([C:15]2[CH:14]=[CH:13][N:12]3[C:30](=[O:31])[N:9]([CH2:8][C:7]4[C:2]([NH:37][CH3:36])=[N:3][C:4]([C:32]([F:33])([F:35])[F:34])=[CH:5][CH:6]=4)[N:10]=[C:11]3[C:16]=2[C:17]2[CH:22]=[CH:21][N:20]=[CH:19][CH:18]=2)=[CH:24][CH:25]=1. The yield is 0.630. (7) The reactants are [OH:1][C:2]1[CH:7]=[CH:6][C:5]([N:8]2[C:13](=[O:14])[C:12]([CH2:15][C:16]3[CH:21]=[CH:20][C:19]([C:22]4[C:23]([C:28]#[N:29])=[CH:24][CH:25]=[CH:26][CH:27]=4)=[CH:18][CH:17]=3)=[C:11]([CH2:30][CH2:31][CH3:32])[N:10]=[C:9]2[CH3:33])=[CH:4][CH:3]=1.Br[CH:35]([CH3:39])[C:36]([NH2:38])=[O:37].C(=O)([O-])[O-].[Cs+].[Cs+].C(OCC)(=O)C. The catalyst is CN(C)C=O.O. The product is [C:28]([C:23]1[CH:24]=[CH:25][CH:26]=[CH:27][C:22]=1[C:19]1[CH:20]=[CH:21][C:16]([CH2:15][C:12]2[C:13](=[O:14])[N:8]([C:5]3[CH:4]=[CH:3][C:2]([O:1][CH:35]([CH3:39])[C:36]([NH2:38])=[O:37])=[CH:7][CH:6]=3)[C:9]([CH3:33])=[N:10][C:11]=2[CH2:30][CH2:31][CH3:32])=[CH:17][CH:18]=1)#[N:29]. The yield is 0.880.